From a dataset of Reaction yield outcomes from USPTO patents with 853,638 reactions. Predict the reaction yield, written as a fraction of the theoretical maximum amount of product (1.0 means a 100% yield; for example, 0.34 means a 34% yield). The product is [F:19][C:13]1[CH:14]=[C:15]([F:18])[CH:16]=[CH:17][C:12]=1[C:10]1[N:7]=[C:3]2[N:4]([CH:9]=1)[CH2:5][CH2:6][O:2]2. The reactants are Cl.[O:2]1[CH2:6][CH2:5][NH:4][C:3]1=[NH:7].Br[CH2:9][C:10]([C:12]1[CH:17]=[CH:16][C:15]([F:18])=[CH:14][C:13]=1[F:19])=O.C([O-])([O-])=O.[Na+].[Na+]. The yield is 0.260. The catalyst is CN(C=O)C.